From a dataset of Reaction yield outcomes from USPTO patents with 853,638 reactions. Predict the reaction yield, written as a fraction of the theoretical maximum amount of product (1.0 means a 100% yield; for example, 0.34 means a 34% yield). The reactants are [Cl:1][C:2]1[C:9]([OH:10])=[C:8]([O:11][CH3:12])[CH:7]=[CH:6][C:3]=1[CH:4]=[O:5].[CH3:13][O:14][CH2:15]Cl.[H-].[Na+].CN(C)C=O. The catalyst is O. The product is [Cl:1][C:2]1[C:9]([O:10][CH2:13][O:14][CH3:15])=[C:8]([O:11][CH3:12])[CH:7]=[CH:6][C:3]=1[CH:4]=[O:5]. The yield is 0.990.